This data is from Reaction yield outcomes from USPTO patents with 853,638 reactions. The task is: Predict the reaction yield, written as a fraction of the theoretical maximum amount of product (1.0 means a 100% yield; for example, 0.34 means a 34% yield). (1) The reactants are C([O:8][CH2:9][C:10]1([C:15]([O:17][CH3:18])=[O:16])[CH2:14][CH2:13][CH2:12][O:11]1)C1C=CC=CC=1. The catalyst is CO.[Pd]. The product is [OH:8][CH2:9][C:10]1([C:15]([O:17][CH3:18])=[O:16])[CH2:14][CH2:13][CH2:12][O:11]1. The yield is 0.975. (2) The reactants are Br[C:2]1[CH:7]=[C:6]([C:8]2[C:17]3[C:12](=[CH:13][C:14]([O:20][CH3:21])=[C:15]([O:18][CH3:19])[CH:16]=3)[CH:11]=[C:10]([C:22]([O:24][CH3:25])=[O:23])[C:9]=2[C:26]([O:28][CH3:29])=[O:27])[CH:5]=[CH:4][N:3]=1.F[B-](F)(F)F.C([PH+](C(C)(C)C)C(C)(C)C)(C)(C)C.[Si:48]([O:55][C@@H:56]1[C:65]2[C:60](=[CH:61][CH:62]=[CH:63][CH:64]=2)[NH:59][CH2:58][CH2:57]1)([C:51]([CH3:54])([CH3:53])[CH3:52])([CH3:50])[CH3:49].CC(C)([O-])C.[Na+].[Cl-].[NH4+]. The catalyst is C1(C)C=CC=CC=1.C([O-])(=O)C.[Pd+2].C([O-])(=O)C.C(OCC)(=O)C.O. The product is [Si:48]([O:55][C@@H:56]1[C:65]2[C:60](=[CH:61][CH:62]=[CH:63][CH:64]=2)[N:59]([C:2]2[CH:7]=[C:6]([C:8]3[C:17]4[C:12](=[CH:13][C:14]([O:20][CH3:21])=[C:15]([O:18][CH3:19])[CH:16]=4)[CH:11]=[C:10]([C:22]([O:24][CH3:25])=[O:23])[C:9]=3[C:26]([O:28][CH3:29])=[O:27])[CH:5]=[CH:4][N:3]=2)[CH2:58][CH2:57]1)([C:51]([CH3:54])([CH3:53])[CH3:52])([CH3:50])[CH3:49]. The yield is 0.800. (3) The reactants are [H-].[Na+].[CH3:3][O:4][CH2:5][CH2:6][OH:7].C(O[C:11](=[O:27])[C:12]1[CH:17]=[CH:16][CH:15]=[C:14](OCCN2CCOCC2)[CH:13]=1)C.F[C:29](F)(F)[C:30](O)=O.[CH:35]1([NH:38][C:39](=[O:49])[C:40]2[CH:45]=[CH:44][C:43]([CH3:46])=[C:42]([NH:47][NH2:48])[CH:41]=2)[CH2:37][CH2:36]1.[CH:50]([N:53](C(C)C)CC)(C)C. The catalyst is O1CCOCC1. The product is [NH2:53][C:50]1[N:47]([C:42]2[CH:41]=[C:40]([CH:45]=[CH:44][C:43]=2[CH3:46])[C:39]([NH:38][CH:35]2[CH2:37][CH2:36]2)=[O:49])[N:48]=[CH:30][C:29]=1[C:11](=[O:27])[C:12]1[CH:13]=[CH:14][CH:15]=[C:16]([CH:3]2[O:7][CH2:6][CH2:5][O:4]2)[CH:17]=1. The yield is 0.170. (4) The reactants are [CH3:1][O:2][C:3](=[O:28])[CH2:4][N:5]1[C:11](=[O:12])[C@@H:10]([NH:13][C:14](=[O:23])[CH2:15][CH2:16][C:17]2[CH:22]=[CH:21][CH:20]=[CH:19][CH:18]=2)[CH2:9][NH:8][C:7]2[CH:24]=[CH:25][CH:26]=[CH:27][C:6]1=2.C(=O)([O-])[O-].[Ca+2].[CH2:34](Br)[C:35]1[CH:40]=[CH:39][CH:38]=[CH:37][CH:36]=1.CN(C)C=O. The catalyst is C(OCC)(=O)C. The product is [CH3:1][O:2][C:3](=[O:28])[CH2:4][N:5]1[C:11](=[O:12])[C@@H:10]([NH:13][C:14](=[O:23])[CH2:15][CH2:16][C:17]2[CH:18]=[CH:19][CH:20]=[CH:21][CH:22]=2)[CH2:9][N:8]([CH2:34][C:35]2[CH:40]=[CH:39][CH:38]=[CH:37][CH:36]=2)[C:7]2[CH:24]=[CH:25][CH:26]=[CH:27][C:6]1=2. The yield is 0.750. (5) The reactants are Cl.C(O[C:5]([C:7]1[CH:8]=[C:9]2[C:13](=[CH:14][CH:15]=1)[NH:12][N:11]=[C:10]2[C:16]1[CH:21]=[CH:20][C:19]([F:22])=[CH:18][CH:17]=1)=[NH:6])C.[NH2:23][NH:24][C:25](=O)[CH2:26][N:27]1[CH2:31][CH2:30][CH2:29][C:28]1=[O:32].C[O-].[Na+]. The catalyst is CO. The product is [F:22][C:19]1[CH:18]=[CH:17][C:16]([C:10]2[C:9]3[C:13](=[CH:14][CH:15]=[C:7]([C:5]4[N:6]=[C:25]([CH2:26][N:27]5[CH2:31][CH2:30][CH2:29][C:28]5=[O:32])[NH:24][N:23]=4)[CH:8]=3)[NH:12][N:11]=2)=[CH:21][CH:20]=1. The yield is 0.340. (6) The reactants are [C:1]([SiH2:5][O:6][C:7]([CH3:19])([CH3:18])[C:8]1[CH:9]=[C:10]([CH2:15][CH2:16][OH:17])[CH:11]=[CH:12][C:13]=1[Cl:14])([CH3:4])([CH3:3])[CH3:2].CCN(CC)CC.[CH3:27][S:28](Cl)(=[O:30])=[O:29]. The catalyst is C(Cl)Cl. The product is [C:1]([SiH2:5][O:6][C:7]([CH3:19])([CH3:18])[C:8]1[CH:9]=[C:10]([CH2:15][CH2:16][O:17][S:28]([CH3:27])(=[O:30])=[O:29])[CH:11]=[CH:12][C:13]=1[Cl:14])([CH3:4])([CH3:3])[CH3:2]. The yield is 1.00. (7) The reactants are C(OC(=O)[NH:7][C:8]1[C:13]([F:14])=[CH:12][CH:11]=[C:10]([NH:15][S:16]([C:19]2[N:20]=[CH:21][N:22]([CH3:24])[CH:23]=2)(=[O:18])=[O:17])[C:9]=1[F:25])(C)(C)C.Cl. The catalyst is C(OC(=O)C)C. The product is [NH2:7][C:8]1[C:9]([F:25])=[C:10]([NH:15][S:16]([C:19]2[N:20]=[CH:21][N:22]([CH3:24])[CH:23]=2)(=[O:18])=[O:17])[CH:11]=[CH:12][C:13]=1[F:14]. The yield is 0.990.